Task: Predict the reactants needed to synthesize the given product.. Dataset: Full USPTO retrosynthesis dataset with 1.9M reactions from patents (1976-2016) The reactants are: [CH3:1][C:2]1[CH:7]=[C:6]([O:8]C)[C:5]([CH:10]=[O:11])=[CH:4][C:3]=1[C:12]1[C:21]2[C:16](=[CH:17][CH:18]=[CH:19][C:20]=2[C:22]2[CH:27]=[C:26]([CH:28]=[O:29])[C:25]([O:30]C)=[CH:24][C:23]=2[CH3:32])[CH:15]=[CH:14][CH:13]=1.B(Br)(Br)Br. Given the product [CH3:32][C:23]1[CH:24]=[C:25]([OH:30])[C:26]([CH:28]=[O:29])=[CH:27][C:22]=1[C:20]1[C:21]2[C:16](=[CH:15][CH:14]=[CH:13][C:12]=2[C:3]2[CH:4]=[C:5]([CH:10]=[O:11])[C:6]([OH:8])=[CH:7][C:2]=2[CH3:1])[CH:17]=[CH:18][CH:19]=1, predict the reactants needed to synthesize it.